From a dataset of Reaction yield outcomes from USPTO patents with 853,638 reactions. Predict the reaction yield, written as a fraction of the theoretical maximum amount of product (1.0 means a 100% yield; for example, 0.34 means a 34% yield). The yield is 0.950. No catalyst specified. The reactants are [CH2:1]([N:3]([CH2:13][CH3:14])[C:4](=O)[C:5]1[CH:10]=[CH:9][CH:8]=[C:7]([F:11])[CH:6]=1)[CH3:2].COC1C=CC(P2(SP(C3C=CC(OC)=CC=3)(=S)S2)=[S:24])=CC=1. The product is [CH2:1]([N:3]([CH2:13][CH3:14])[C:4](=[S:24])[C:5]1[CH:10]=[CH:9][CH:8]=[C:7]([F:11])[CH:6]=1)[CH3:2].